Dataset: Forward reaction prediction with 1.9M reactions from USPTO patents (1976-2016). Task: Predict the product of the given reaction. (1) The product is: [Cl:18][C:15]1[C:16](=[O:17])[N:11]([C:6]2[CH:5]=[C:4]([CH:9]=[CH:8][C:7]=2[CH3:10])[C:3]([N:45]([O:46][CH3:31])[CH3:44])=[O:28])[C:12]([CH3:27])=[N:13][C:14]=1[O:19][CH2:20][C:21]1[N:22]=[C:23]([CH3:26])[S:24][CH:25]=1. Given the reactants CO[C:3](=[O:28])[C:4]1[CH:9]=[CH:8][C:7]([CH3:10])=[C:6]([N:11]2[C:16](=[O:17])[C:15]([Cl:18])=[C:14]([O:19][CH2:20][C:21]3[N:22]=[C:23]([CH3:26])[S:24][CH:25]=3)[N:13]=[C:12]2[CH3:27])[CH:5]=1.[OH-].[Na+].[C:31](N1C=CN=C1)(N1C=CN=C1)=O.Cl.[CH3:44][N:45](C)[OH:46].C(N(CC)CC)C, predict the reaction product. (2) Given the reactants C(S)CCCCC.CC(C)([O-])C.[K+].[CH3:14][C:15]([C:18]1[CH:19]=[CH:20][C:21]([C:24]([CH2:26][C:27]([C:29]2[CH:30]=[CH:31][C:32]([O:35]C)=[CH:33][CH:34]=2)=[O:28])=[O:25])=[CH:22][CH:23]=1)([CH3:17])[CH3:16].Cl, predict the reaction product. The product is: [C:15]([C:18]1[CH:23]=[CH:22][C:21]([C:24](=[O:25])[CH2:26][C:27]([C:29]2[CH:34]=[CH:33][C:32]([OH:35])=[CH:31][CH:30]=2)=[O:28])=[CH:20][CH:19]=1)([CH3:17])([CH3:14])[CH3:16].